This data is from Full USPTO retrosynthesis dataset with 1.9M reactions from patents (1976-2016). The task is: Predict the reactants needed to synthesize the given product. (1) Given the product [Cl:9][C:4]1[N:3]=[C:2]([C:18]2[CH:19]=[N:20][N:21]([CH2:23][O:24][CH2:25][CH2:26][Si:27]([CH3:30])([CH3:29])[CH3:28])[CH:22]=2)[N:7]=[C:6]([NH2:8])[CH:5]=1.[Cl:1][C:2]1[N:7]=[C:6]([NH2:8])[CH:5]=[C:4]([C:18]2[CH:19]=[N:20][N:21]([CH2:23][O:24][CH2:25][CH2:26][Si:27]([CH3:30])([CH3:29])[CH3:28])[CH:22]=2)[N:3]=1, predict the reactants needed to synthesize it. The reactants are: [Cl:1][C:2]1[N:7]=[C:6]([NH2:8])[CH:5]=[C:4]([Cl:9])[N:3]=1.CC1(C)C(C)(C)OB([C:18]2[CH:19]=[N:20][N:21]([CH2:23][O:24][CH2:25][CH2:26][Si:27]([CH3:30])([CH3:29])[CH3:28])[CH:22]=2)O1.[O-]P([O-])([O-])=O.[K+].[K+].[K+].O1CCOCC1.O. (2) Given the product [OH:25][CH:22]1[CH2:21][CH2:20][N:19]([C:17]2[CH:16]=[CH:15][C:14]([CH3:26])=[C:13]([CH:18]=2)[C:12]([NH:11][C:10]2[C:9]([CH3:28])=[CH:8][C:4]([C:5]([OH:7])=[O:6])=[CH:3][C:2]=2[CH3:1])=[O:27])[CH2:24][CH2:23]1, predict the reactants needed to synthesize it. The reactants are: [CH3:1][C:2]1[CH:3]=[C:4]([CH:8]=[C:9]([CH3:28])[C:10]=1[NH:11][C:12](=[O:27])[C:13]1[CH:18]=[C:17]([N:19]2[CH2:24][CH2:23][C:22](=[O:25])[CH2:21][CH2:20]2)[CH:16]=[CH:15][C:14]=1[CH3:26])[C:5]([OH:7])=[O:6].[BH4-].[Na+]. (3) Given the product [NH2:8][C:9]1[S:17][C:16]2[C:11](=[N:12][CH:13]=[C:14]([N:18]3[CH2:23][CH2:22][O:21][CH2:20][CH2:19]3)[CH:15]=2)[C:10]=1[C:24]([NH:26][C:27]1[CH:28]=[N:29][CH:30]=[CH:31][C:32]=1[N:33]1[CH2:38][C@H:37]([C:39]([F:40])([F:42])[F:41])[CH2:36][C@H:35]([NH2:43])[CH2:34]1)=[O:25], predict the reactants needed to synthesize it. The reactants are: COC1C=CC(C[NH:8][C:9]2[S:17][C:16]3[C:11](=[N:12][CH:13]=[C:14]([N:18]4[CH2:23][CH2:22][O:21][CH2:20][CH2:19]4)[CH:15]=3)[C:10]=2[C:24]([NH:26][C:27]2[CH:28]=[N:29][CH:30]=[CH:31][C:32]=2[N:33]2[CH2:38][C@H:37]([C:39]([F:42])([F:41])[F:40])[CH2:36][C@H:35]([NH:43]C(=O)OC(C)(C)C)[CH2:34]2)=[O:25])=CC=1.C(O)(C(F)(F)F)=O. (4) Given the product [CH3:29][O:28][C:14]1[CH:15]=[C:16]([CH:26]=[CH:27][C:13]=1[NH:12][C:4]1[N:3]=[C:2]([NH:30][C:31]2[CH:39]=[CH:38][CH:37]=[C:36]3[C:32]=2[C:33](=[O:42])[N:34]([CH3:41])[C:35]3=[O:40])[C:7]([C:8]([F:11])([F:10])[F:9])=[CH:6][N:5]=1)[CH2:17][P:18](=[O:25])([O:22][CH2:23][CH3:24])[O:19][CH2:20][CH3:21], predict the reactants needed to synthesize it. The reactants are: Cl[C:2]1[C:7]([C:8]([F:11])([F:10])[F:9])=[CH:6][N:5]=[C:4]([NH:12][C:13]2[CH:27]=[CH:26][C:16]([CH2:17][P:18](=[O:25])([O:22][CH2:23][CH3:24])[O:19][CH2:20][CH3:21])=[CH:15][C:14]=2[O:28][CH3:29])[N:3]=1.[NH2:30][C:31]1[CH:39]=[CH:38][CH:37]=[C:36]2[C:32]=1[C:33](=[O:42])[N:34]([CH3:41])[C:35]2=[O:40].